Task: Binary Classification. Given a drug SMILES string, predict its activity (active/inactive) in a high-throughput screening assay against a specified biological target.. Dataset: HIV replication inhibition screening data with 41,000+ compounds from the AIDS Antiviral Screen (1) The compound is CC(=O)c1ccc(NC(=O)C(=O)C(C#N)CC(C)(C)C=O)cc1. The result is 0 (inactive). (2) The compound is O=C1C2CC3OC3CC2C(=O)N1CN1C(=O)C2CC3OC3CC2C1=O. The result is 0 (inactive).